From a dataset of Catalyst prediction with 721,799 reactions and 888 catalyst types from USPTO. Predict which catalyst facilitates the given reaction. (1) Reactant: C(O)(=O)C.[CH:5]1([C:11]2[CH:12]=[C:13]([CH:16]=[O:17])[S:14][CH:15]=2)[CH2:10][CH2:9][CH2:8][CH2:7][CH2:6]1.[I:18]N1C(=O)CCC1=O. Product: [CH:5]1([C:11]2[CH:12]=[C:13]([CH:16]=[O:17])[S:14][C:15]=2[I:18])[CH2:6][CH2:7][CH2:8][CH2:9][CH2:10]1. The catalyst class is: 22. (2) Reactant: Cl[C:2]1[C:3]2[C:10]([CH3:11])=[CH:9][NH:8][C:4]=2[N:5]=[CH:6][N:7]=1.[CH:12]12[N:19]([C:20]([O:22][C:23]([CH3:26])([CH3:25])[CH3:24])=[O:21])[CH:16]([CH2:17][CH2:18]1)[CH2:15][NH:14][CH2:13]2.C(N(CC)CC)C. Product: [CH3:11][C:10]1[C:3]2[C:2]([N:14]3[CH2:13][CH:12]4[N:19]([C:20]([O:22][C:23]([CH3:26])([CH3:25])[CH3:24])=[O:21])[CH:16]([CH2:17][CH2:18]4)[CH2:15]3)=[N:7][CH:6]=[N:5][C:4]=2[NH:8][CH:9]=1. The catalyst class is: 32. (3) Reactant: [O:1]=[C:2]([CH3:19])[CH2:3][C:4]1[CH:9]=[CH:8][C:7]([NH:10][C:11](=[O:18])OCC(Cl)(Cl)Cl)=[CH:6][CH:5]=1.[C:20]1([C:26]2[N:27]=[C:28]([N:31]3[CH2:36][CH2:35][NH:34][CH2:33][CH2:32]3)[S:29][CH:30]=2)[CH:25]=[CH:24][CH:23]=[CH:22][CH:21]=1.C(N(C(C)C)CC)(C)C.CS(C)=O. Product: [O:1]=[C:2]([CH3:19])[CH2:3][C:4]1[CH:5]=[CH:6][C:7]([NH:10][C:11]([N:34]2[CH2:35][CH2:36][N:31]([C:28]3[S:29][CH:30]=[C:26]([C:20]4[CH:25]=[CH:24][CH:23]=[CH:22][CH:21]=4)[N:27]=3)[CH2:32][CH2:33]2)=[O:18])=[CH:8][CH:9]=1. The catalyst class is: 6. (4) Reactant: [NH2:1][C:2]1[C:7]([OH:8])=[C:6]([Cl:9])[CH:5]=[C:4]([F:10])[C:3]=1[N:11]1[C:16](=[O:17])[CH:15]=[C:14]([C:18]([F:21])([F:20])[F:19])[N:13]([CH3:22])[C:12]1=[O:23].Br[CH:25]([CH3:31])[C:26](OCC)=[O:27].C(=O)([O-])[O-].[K+].[K+]. Product: [Cl:9][C:6]1[C:7]2[O:8][CH:25]([CH3:31])[C:26](=[O:27])[NH:1][C:2]=2[C:3]([N:11]2[C:16](=[O:17])[CH:15]=[C:14]([C:18]([F:21])([F:20])[F:19])[N:13]([CH3:22])[C:12]2=[O:23])=[C:4]([F:10])[CH:5]=1. The catalyst class is: 10.